Dataset: Forward reaction prediction with 1.9M reactions from USPTO patents (1976-2016). Task: Predict the product of the given reaction. (1) Given the reactants [Cl:1][C:2]1[CH:7]=[CH:6][N:5]=[C:4]2[CH:8]=[C:9]([C:11](Cl)=[O:12])[S:10][C:3]=12.[C:14]([NH:17][NH2:18])(=[O:16])[CH3:15], predict the reaction product. The product is: [C:14]([NH:17][NH:18][C:11]([C:9]1[S:10][C:3]2[C:4](=[N:5][CH:6]=[CH:7][C:2]=2[Cl:1])[CH:8]=1)=[O:12])(=[O:16])[CH3:15]. (2) Given the reactants [OH:1][CH2:2][CH2:3][CH2:4][NH:5][C:6]1[CH2:10][S:9][C:8](=[O:11])[N:7]=1.[F:12][C:13]([F:34])([F:33])[C:14]1[CH:28]=[C:27]([C:29]([F:32])([F:31])[F:30])[CH:26]=[CH:25][C:15]=1[CH2:16][N:17]1[CH2:22][CH2:21][CH:20]([CH:23]=O)[CH2:19][CH2:18]1.C([O-])(=O)C.[NH2+]1CCCCC1, predict the reaction product. The product is: [F:34][C:13]([F:12])([F:33])[C:14]1[CH:28]=[C:27]([C:29]([F:32])([F:31])[F:30])[CH:26]=[CH:25][C:15]=1[CH2:16][N:17]1[CH2:22][CH2:21][CH:20](/[CH:23]=[C:10]2/[C:6]([NH:5][CH2:4][CH2:3][CH2:2][OH:1])=[N:7][C:8](=[O:11])[S:9]/2)[CH2:19][CH2:18]1. (3) Given the reactants Br[C:2]1[CH:3]=[C:4]2[C:10]([C:11]3[CH:12]=[C:13]4[C:17](=[CH:18][CH:19]=3)[NH:16][CH:15]=[CH:14]4)=[CH:9][N:8](S(C3C=CC(C)=CC=3)(=O)=O)[C:5]2=[N:6][CH:7]=1.[CH3:30][O:31][C:32]1[CH:46]=[C:45](B2OC(C)(C)C(C)(C)O2)[CH:44]=[CH:43][C:33]=1[O:34][CH2:35][CH2:36][N:37]1[CH2:42][CH2:41][NH:40][CH2:39][CH2:38]1.C([O-])([O-])=O.[Na+].[Na+].[OH-].[Na+], predict the reaction product. The product is: [NH:16]1[C:17]2[C:13](=[CH:12][C:11]([C:10]3[C:4]4[C:5](=[N:6][CH:7]=[C:2]([C:45]5[CH:44]=[CH:43][C:33]([O:34][CH2:35][CH2:36][N:37]6[CH2:38][CH2:39][NH:40][CH2:41][CH2:42]6)=[C:32]([O:31][CH3:30])[CH:46]=5)[CH:3]=4)[NH:8][CH:9]=3)=[CH:19][CH:18]=2)[CH:14]=[CH:15]1. (4) Given the reactants C([O:8][C:9]1[CH:10]=[C:11]2[C:15](=[CH:16][CH:17]=1)[NH:14][N:13]=[C:12]2[C:18]1[NH:19][C:20]2[C:25]([CH:26]=1)=[CH:24][C:23]([O:27][CH2:28][CH2:29][N:30]([CH2:33][CH3:34])[CH2:31][CH3:32])=[CH:22][CH:21]=2)C1C=CC=CC=1.C([O-])=O.[NH4+], predict the reaction product. The product is: [CH2:33]([N:30]([CH2:31][CH3:32])[CH2:29][CH2:28][O:27][C:23]1[CH:24]=[C:25]2[C:20](=[CH:21][CH:22]=1)[NH:19][C:18]([C:12]1[C:11]3[C:15](=[CH:16][CH:17]=[C:9]([OH:8])[CH:10]=3)[NH:14][N:13]=1)=[CH:26]2)[CH3:34]. (5) Given the reactants [CH3:1][O:2][C:3]([C:5]1[C:6]2[CH2:7][C:8]([CH3:24])([CH3:23])[CH:9]([C:16]3[CH:21]=[CH:20][CH:19]=[C:18](Br)[CH:17]=3)[NH:10][C:11]=2[CH:12]=[C:13]([Cl:15])[CH:14]=1)=[O:4].[NH:25]1[CH2:30][CH2:29][O:28][CH2:27][CH2:26]1.Cl.CN(C)CC(O)=O.C(=O)([O-])[O-].[K+].[K+], predict the reaction product. The product is: [CH3:1][O:2][C:3]([C:5]1[C:6]2[CH2:7][C:8]([CH3:24])([CH3:23])[CH:9]([C:16]3[CH:21]=[CH:20][CH:19]=[C:18]([N:25]4[CH2:30][CH2:29][O:28][CH2:27][CH2:26]4)[CH:17]=3)[NH:10][C:11]=2[CH:12]=[C:13]([Cl:15])[CH:14]=1)=[O:4]. (6) The product is: [N:28]1[N:29]=[C:30]([C:37]2[CH:46]=[CH:45][C:44]3[C:39](=[C:40]([O:8][CH:7]4[CH2:6][CH2:5][N:4]([C:9]([O:11][C:12]([CH3:13])([CH3:15])[CH3:14])=[O:10])[CH2:3][C:2]4([F:1])[F:16])[CH:41]=[C:42]([F:47])[CH:43]=3)[N:38]=2)[N:31]2[CH:36]=[CH:35][CH:34]=[CH:33][C:32]=12. Given the reactants [F:1][C:2]1([F:16])[CH:7]([OH:8])[CH2:6][CH2:5][N:4]([C:9]([O:11][C:12]([CH3:15])([CH3:14])[CH3:13])=[O:10])[CH2:3]1.CC([O-])(C)C.[K+].C1COCC1.[N:28]1[N:29]=[C:30]([C:37]2[CH:46]=[CH:45][C:44]3[C:39](=[C:40](F)[CH:41]=[C:42]([F:47])[CH:43]=3)[N:38]=2)[N:31]2[CH:36]=[CH:35][CH:34]=[CH:33][C:32]=12, predict the reaction product. (7) Given the reactants [C:1]([Si:5]([O:8][C:9]1[CH:14]=[C:13]([F:15])[CH:12]=[CH:11][C:10]=1[F:16])([CH3:7])[CH3:6])([CH3:4])([CH3:3])[CH3:2].C([Li])(CC)C.CN([CH:25]=[O:26])C, predict the reaction product. The product is: [Si:5]([O:8][C:9]1[C:10]([F:16])=[C:11]([CH:12]=[C:13]([F:15])[CH:14]=1)[CH:25]=[O:26])([C:1]([CH3:4])([CH3:2])[CH3:3])([CH3:7])[CH3:6].